This data is from Forward reaction prediction with 1.9M reactions from USPTO patents (1976-2016). The task is: Predict the product of the given reaction. (1) Given the reactants O[CH2:2][C:3]1[C:8]2[NH:9][C:10]([C:12]([O:14][CH3:15])=[O:13])=[N:11][C:7]=2[CH:6]=[CH:5][CH:4]=1.[H-].[Na+].[CH3:18][Si:19]([CH3:26])([CH3:25])[CH2:20][CH2:21][O:22][CH2:23]Cl, predict the reaction product. The product is: [CH3:2][C:3]1[C:8]2[N:9]=[C:10]([C:12]([O:14][CH3:15])=[O:13])[N:11]([CH2:23][O:22][CH2:21][CH2:20][Si:19]([CH3:26])([CH3:25])[CH3:18])[C:7]=2[CH:6]=[CH:5][CH:4]=1. (2) Given the reactants [CH2:1]([N:3]1[CH2:8][CH2:7][N:6]([C:9]2[CH:14]=[C:13]([N:15]3[C:19]4[N:20]=[C:21]([N:49]5[CH2:54][CH2:53][O:52][CH2:51][CH2:50]5)[N:22]=[C:23]([C:24]5[CH:25]=[N:26][C:27]([N:30](CC6C=CC(OC)=CC=6)[CH2:31][C:32]6[CH:37]=[CH:36][C:35]([O:38][CH3:39])=[CH:34][CH:33]=6)=[N:28][CH:29]=5)[C:18]=4[CH2:17][CH2:16]3)[CH:12]=[CH:11][N:10]=2)[CH2:5][CH2:4]1)[CH3:2].O, predict the reaction product. The product is: [CH2:1]([N:3]1[CH2:8][CH2:7][N:6]([C:9]2[CH:14]=[C:13]([N:15]3[C:19]4[N:20]=[C:21]([N:49]5[CH2:54][CH2:53][O:52][CH2:51][CH2:50]5)[N:22]=[C:23]([C:24]5[CH:25]=[N:26][C:27]([NH:30][CH2:31][C:32]6[CH:33]=[CH:34][C:35]([O:38][CH3:39])=[CH:36][CH:37]=6)=[N:28][CH:29]=5)[C:18]=4[CH2:17][CH2:16]3)[CH:12]=[CH:11][N:10]=2)[CH2:5][CH2:4]1)[CH3:2].